This data is from Forward reaction prediction with 1.9M reactions from USPTO patents (1976-2016). The task is: Predict the product of the given reaction. Given the reactants [CH2:1]([N:8]1[C:12]([CH:13]([S:20]([C:23]2[CH:28]=[CH:27][C:26]([Cl:29])=[CH:25][CH:24]=2)(=[O:22])=[O:21])[CH2:14][CH2:15][CH2:16][CH2:17][CH2:18]O)=[N:11][N:10]=[N:9]1)[C:2]1[CH:7]=[CH:6][CH:5]=[CH:4][CH:3]=1.C(C=P(CCCC)(CCCC)CCCC)#N, predict the reaction product. The product is: [CH2:1]([N:8]1[C:12]([C:13]2([S:20]([C:23]3[CH:28]=[CH:27][C:26]([Cl:29])=[CH:25][CH:24]=3)(=[O:22])=[O:21])[CH2:18][CH2:17][CH2:16][CH2:15][CH2:14]2)=[N:11][N:10]=[N:9]1)[C:2]1[CH:7]=[CH:6][CH:5]=[CH:4][CH:3]=1.